Dataset: Forward reaction prediction with 1.9M reactions from USPTO patents (1976-2016). Task: Predict the product of the given reaction. (1) Given the reactants C(=O)([O-])[O-].[K+].[K+].[CH2:7]([C:14]1[CH:19]=[C:18]([Cl:20])[CH:17]=[CH:16][C:15]=1[NH:21][C:22](=[O:27])[C:23]([F:26])([F:25])[F:24])[C:8]1[CH:13]=[CH:12][CH:11]=[CH:10][CH:9]=1.Br[CH2:29][C:30]([O:32][CH3:33])=[O:31], predict the reaction product. The product is: [CH3:33][O:32][C:30](=[O:31])[CH2:29][N:21]([C:15]1[CH:16]=[CH:17][C:18]([Cl:20])=[CH:19][C:14]=1[CH2:7][C:8]1[CH:9]=[CH:10][CH:11]=[CH:12][CH:13]=1)[C:22](=[O:27])[C:23]([F:26])([F:24])[F:25]. (2) Given the reactants CCN(C(C)C)C(C)C.C1C=CC2N(O)N=NC=2C=1.CCN=C=NCCCN(C)C.Cl.OC(C(F)(F)F)=O.[NH2:39][CH2:40][C:41]([N:43]1[CH2:48][CH2:47][N:46]([C:49](=[O:60])[C:50]2[CH:55]=[CH:54][CH:53]=[CH:52][C:51]=2[C:56]([F:59])([F:58])[F:57])[CH2:45][CH2:44]1)=[O:42].[Li+].[C:62]1([C:68]2[O:72][C:71]([C:73]([O-])=[O:74])=[N:70][N:69]=2)[CH:67]=[CH:66][CH:65]=[CH:64][CH:63]=1, predict the reaction product. The product is: [O:42]=[C:41]([N:43]1[CH2:44][CH2:45][N:46]([C:49](=[O:60])[C:50]2[CH:55]=[CH:54][CH:53]=[CH:52][C:51]=2[C:56]([F:59])([F:57])[F:58])[CH2:47][CH2:48]1)[CH2:40][NH:39][C:73]([C:71]1[O:72][C:68]([C:62]2[CH:63]=[CH:64][CH:65]=[CH:66][CH:67]=2)=[N:69][N:70]=1)=[O:74]. (3) Given the reactants C1OC2C(=CC=[C-]C=2)O1.[Mg+2].[Br-].[CH2:12]([Mg]Br)[C:13]1[CH:18]=[CH:17][CH:16]=[CH:15][CH:14]=1.C(N1C2C(=CC=CC=2)C(=O)C1=O)CCCC.[Cl:37][C:38]1[CH:55]=[CH:54][C:41]([CH2:42][N:43]2[C:51]3[C:46](=[CH:47][CH:48]=[CH:49][CH:50]=3)[C:45](=[O:52])[C:44]2=[O:53])=[CH:40][CH:39]=1, predict the reaction product. The product is: [CH2:12]([C:45]1([OH:52])[C:46]2[C:51](=[CH:50][CH:49]=[CH:48][CH:47]=2)[N:43]([CH2:42][C:41]2[CH:54]=[CH:55][C:38]([Cl:37])=[CH:39][CH:40]=2)[C:44]1=[O:53])[C:13]1[CH:18]=[CH:17][CH:16]=[CH:15][CH:14]=1. (4) Given the reactants C1COCC1.O.[C:7]([C:11]1[CH:16]=[C:15]([C:17]([CH3:20])([CH3:19])[CH3:18])[C:14](=[O:21])[C:13](=[O:22])[C:12]=1[N+:23]([O-:25])=[O:24])([CH3:10])([CH3:9])[CH3:8].[O-]S(S([O-])=O)=O.[Na+].[Na+], predict the reaction product. The product is: [C:7]([C:11]1[C:12]([N+:23]([O-:25])=[O:24])=[C:13]([OH:22])[C:14]([OH:21])=[C:15]([C:17]([CH3:18])([CH3:19])[CH3:20])[CH:16]=1)([CH3:8])([CH3:9])[CH3:10]. (5) Given the reactants [F:1][C:2]1([F:14])[CH2:13][C:5]2[NH:6][C:7]([C:9]([O:11]C)=[O:10])=[CH:8][C:4]=2[CH2:3]1.[OH-].[Li+], predict the reaction product. The product is: [F:14][C:2]1([F:1])[CH2:13][C:5]2[NH:6][C:7]([C:9]([OH:11])=[O:10])=[CH:8][C:4]=2[CH2:3]1. (6) Given the reactants [Br:1][C:2]1[C:3]([CH3:10])=[N:4][C:5](Cl)=[CH:6][C:7]=1[CH3:8].CN([CH:14]=[O:15])C.C[O-].[Na+], predict the reaction product. The product is: [Br:1][C:2]1[C:3]([CH3:10])=[N:4][C:5]([O:15][CH3:14])=[CH:6][C:7]=1[CH3:8]. (7) Given the reactants [Br:1][C:2]1[C:3]([S:11][C:12]2[NH:13][C:14]3[C:19]([N:20]=2)=[C:18]([NH2:21])[N:17]=[CH:16][N:15]=3)=[CH:4][C:5]2[O:9][CH2:8][O:7][C:6]=2[CH:10]=1.CC1C=CC(S(O[CH2:33][CH2:34][CH:35]2[CH2:40][CH2:39][N:38]([C:41](=[O:62])[C@H:42]([O:44][Si:45]([C:58]([CH3:61])([CH3:60])[CH3:59])([C:52]3[CH:57]=[CH:56][CH:55]=[CH:54][CH:53]=3)[C:46]3[CH:51]=[CH:50][CH:49]=[CH:48][CH:47]=3)[CH3:43])[CH2:37][CH2:36]2)(=O)=O)=CC=1, predict the reaction product. The product is: [Br:1][C:2]1[C:3]([S:11][C:12]2[N:13]([CH2:33][CH2:34][CH:35]3[CH2:36][CH2:37][N:38]([C:41](=[O:62])[C@H:42]([O:44][Si:45]([C:58]([CH3:59])([CH3:61])[CH3:60])([C:46]4[CH:51]=[CH:50][CH:49]=[CH:48][CH:47]=4)[C:52]4[CH:53]=[CH:54][CH:55]=[CH:56][CH:57]=4)[CH3:43])[CH2:39][CH2:40]3)[C:14]3[C:19]([N:20]=2)=[C:18]([NH2:21])[N:17]=[CH:16][N:15]=3)=[CH:4][C:5]2[O:9][CH2:8][O:7][C:6]=2[CH:10]=1.